This data is from Catalyst prediction with 721,799 reactions and 888 catalyst types from USPTO. The task is: Predict which catalyst facilitates the given reaction. (1) Product: [ClH:17].[F:1][C:2]([F:16])([F:15])[C:3]([CH3:14])([CH3:13])[C@@H:4]([NH2:6])[CH3:5]. Reactant: [F:1][C:2]([F:16])([F:15])[C:3]([CH3:14])([CH3:13])[C@@H:4]([NH:6]S(C(C)(C)C)=O)[CH3:5].[ClH:17]. The catalyst class is: 8. (2) Reactant: [H-].[Na+].CCCCCC.[C:9]([O:28][CH2:29][C@@H:30]([OH:34])[CH2:31][CH2:32][OH:33])([C:22]1[CH:27]=[CH:26][CH:25]=[CH:24][CH:23]=1)([C:16]1[CH:21]=[CH:20][CH:19]=[CH:18][CH:17]=1)[C:10]1[CH:15]=[CH:14][CH:13]=[CH:12][CH:11]=1.[CH2:35](Cl)[C:36]1[CH:41]=[CH:40][CH:39]=[CH:38][CH:37]=1. Product: [CH2:35]([O:33][CH2:32][CH2:31][C@H:30]([OH:34])[CH2:29][O:28][C:9]([C:16]1[CH:21]=[CH:20][CH:19]=[CH:18][CH:17]=1)([C:22]1[CH:23]=[CH:24][CH:25]=[CH:26][CH:27]=1)[C:10]1[CH:11]=[CH:12][CH:13]=[CH:14][CH:15]=1)[C:36]1[CH:41]=[CH:40][CH:39]=[CH:38][CH:37]=1. The catalyst class is: 58. (3) Reactant: [CH2:1]([N:3]([CH2:37][CH3:38])[CH2:4]/[CH:5]=[CH:6]\[C:7]1[CH:12]=[C:11]([F:13])[CH:10]=[CH:9][C:8]=1[S:14]([NH:17][C:18]1[CH:27]=[CH:26][C:25]2[N:24]3[CH2:28][CH2:29][C@@H:23]3[CH2:22][O:21][C:20]=2[C:19]=1[C:30]([O:32]C(C)(C)C)=[O:31])(=[O:16])=[O:15])[CH3:2]. Product: [CH2:37]([N:3]([CH2:1][CH3:2])[CH2:4]/[CH:5]=[CH:6]\[C:7]1[CH:12]=[C:11]([F:13])[CH:10]=[CH:9][C:8]=1[S:14]([NH:17][C:18]1[CH:27]=[CH:26][C:25]2[N:24]3[CH2:28][CH2:29][C@@H:23]3[CH2:22][O:21][C:20]=2[C:19]=1[C:30]([OH:32])=[O:31])(=[O:15])=[O:16])[CH3:38]. The catalyst class is: 137.